The task is: Predict the product of the given reaction.. This data is from Forward reaction prediction with 1.9M reactions from USPTO patents (1976-2016). (1) Given the reactants C(=O)([O-])[O-].[K+].[K+].FC(F)(F)C1C=C(C=CC=1)CBr.C[C:20]([NH:45]C(OC(C)(C)C)=O)([CH2:24][C:25]1[CH:30]=[C:29]([Br:31])[C:28]([O:32][CH2:33][C:34]2[CH:39]=[CH:38][CH:37]=[C:36]([C:40]([F:43])([F:42])[F:41])[CH:35]=2)=[C:27]([Br:44])[CH:26]=1)[C:21]([OH:23])=[O:22], predict the reaction product. The product is: [NH2:45][CH:20]([CH2:24][C:25]1[CH:26]=[C:27]([Br:44])[C:28]([O:32][CH2:33][C:34]2[CH:39]=[CH:38][CH:37]=[C:36]([C:40]([F:42])([F:41])[F:43])[CH:35]=2)=[C:29]([Br:31])[CH:30]=1)[C:21]([OH:23])=[O:22]. (2) Given the reactants [NH2:1][C:2]1[CH:7]=[CH:6][CH:5]=[CH:4][C:3]=1[C:8]1[CH:13]=[CH:12][CH:11]=[CH:10][CH:9]=1.Cl[C:15]1[N:20]=[C:19](Cl)[C:18]([CH3:22])=[CH:17][N:16]=1, predict the reaction product. The product is: [C:8]1([C:3]2[CH:4]=[CH:5][CH:6]=[CH:7][C:2]=2[NH:1][C:15]2[N:20]=[C:19]([NH:1][C:2]3[CH:7]=[CH:6][CH:5]=[CH:4][C:3]=3[C:8]3[CH:9]=[CH:10][CH:11]=[CH:12][CH:13]=3)[C:18]([CH3:22])=[CH:17][N:16]=2)[CH:9]=[CH:10][CH:11]=[CH:12][CH:13]=1. (3) Given the reactants Cl[C:2]1[C:11]([N:12]([CH3:16])[CH:13]([CH3:15])[CH3:14])=[N:10][C:9]2[C:4](=[CH:5][CH:6]=[C:7]([C:17]([O:19][CH3:20])=[O:18])[CH:8]=2)[N:3]=1.CC1(C)C(C)(C)OB([C:29]2[O:30][CH:31]=[CH:32][C:33]=2[C:34]2[CH:39]=[CH:38][CH:37]=[CH:36][CH:35]=2)O1.[O-]P([O-])([O-])=O.[K+].[K+].[K+], predict the reaction product. The product is: [CH3:16][N:12]([CH:13]([CH3:15])[CH3:14])[C:11]1[C:2]([C:29]2[O:30][CH:31]=[CH:32][C:33]=2[C:34]2[CH:39]=[CH:38][CH:37]=[CH:36][CH:35]=2)=[N:3][C:4]2[C:9]([N:10]=1)=[CH:8][C:7]([C:17]([O:19][CH3:20])=[O:18])=[CH:6][CH:5]=2. (4) Given the reactants O=O.[CH3:3]C(C)([O-])C.[K+].[C:9]([O:15][CH2:16][CH3:17])(=[O:14])[CH2:10][C:11]([CH3:13])=[O:12].CI, predict the reaction product. The product is: [CH3:3][CH:10]([C:11](=[O:12])[CH3:13])[C:9]([O:15][CH2:16][CH3:17])=[O:14]. (5) Given the reactants [C:1]([C:3]1[CH:8]=[CH:7][C:6]([CH3:9])=[CH:5][C:4]=1[F:10])#[N:2].[Br:11]N1C(=O)CCC1=O.C(OOC(=O)C1C=CC=CC=1)(=O)C1C=CC=CC=1, predict the reaction product. The product is: [C:1]([C:3]1[CH:8]=[CH:7][C:6]([CH2:9][Br:11])=[CH:5][C:4]=1[F:10])#[N:2]. (6) The product is: [CH:11]([C@@H:10]1[CH2:9][O:8][C:7](=[O:14])[N:6]1[C:4](=[O:5])[C@:3]([CH2:2][O:1][CH3:23])([CH3:17])[CH:15]=[CH2:16])([CH3:13])[CH3:12]. Given the reactants [OH:1][CH2:2][C@@:3]([CH3:17])([CH:15]=[CH2:16])[C:4]([N:6]1[C@H:10]([CH:11]([CH3:13])[CH3:12])[CH2:9][O:8][C:7]1=[O:14])=[O:5].F[B-](F)(F)F.[CH3:23][O+](C)C.[Cl-].[NH4+], predict the reaction product. (7) Given the reactants [CH2:1]([N:8]1[CH2:25][CH2:24][C:11]2([C:15](=O)[N:14]([C:17]3[CH:22]=[CH:21][N:20]=[CH:19][CH:18]=3)[C:13](=O)[CH2:12]2)[CH2:10][CH2:9]1)[C:2]1[CH:7]=[CH:6][CH:5]=[CH:4][CH:3]=1.B.C1COCC1, predict the reaction product. The product is: [CH2:1]([N:8]1[CH2:25][CH2:24][C:11]2([CH2:15][N:14]([C:17]3[CH:18]=[CH:19][N:20]=[CH:21][CH:22]=3)[CH2:13][CH2:12]2)[CH2:10][CH2:9]1)[C:2]1[CH:3]=[CH:4][CH:5]=[CH:6][CH:7]=1. (8) Given the reactants C1C(=O)NC(=O)N([C@@H]2O[C@H](COP(OP([O:23][C@H:24]3[O:29][C@H:28]([CH2:30]O)[C@@H:27]([OH:32])[C@H:26]([OH:33])[C@H:25]3[OH:34])(O)=O)(O)=O)[C@@H](O)[C@H]2O)C=1.C1C=[N+]([C@@H]2O[C@H](COP(OP(OC[C@H]3O[C@@H](N4C5N=CN=C(N)C=5N=C4)[C@H](O)[C@@H]3O)(O)=O)(O)=O)[C@@H](O)[C@H]2O)C=C(C(N)=O)C=1.C1N=C(N)C2N=CN([C@@H]3O[C@H](COP(OP(OC[C@H]4O[C@@H](N5C=C(C(N)=O)CC=C5)[C@H](O)[C@@H]4O)(O)=O)(O)=O)[C@@H](O)[C@H]3OP(O)(O)=O)C=2N=1, predict the reaction product. The product is: [CH3:30][C@@H:28]1[O:29][CH:24]([OH:23])[C@H:25]([OH:34])[C@H:26]([OH:33])[C@H:27]1[OH:32].